The task is: Regression. Given two drug SMILES strings and cell line genomic features, predict the synergy score measuring deviation from expected non-interaction effect.. This data is from Merck oncology drug combination screen with 23,052 pairs across 39 cell lines. (1) Drug 1: COc1cccc2c1C(=O)c1c(O)c3c(c(O)c1C2=O)CC(O)(C(=O)CO)CC3OC1CC(N)C(O)C(C)O1. Drug 2: NC(=O)c1cccc2cn(-c3ccc(C4CCCNC4)cc3)nc12. Cell line: KPL1. Synergy scores: synergy=-4.81. (2) Drug 1: CN1C(=O)C=CC2(C)C3CCC4(C)C(NC(=O)OCC(F)(F)F)CCC4C3CCC12. Drug 2: O=C(CCCCCCC(=O)Nc1ccccc1)NO. Cell line: UWB1289. Synergy scores: synergy=18.7. (3) Drug 1: CCC1(O)CC2CN(CCc3c([nH]c4ccccc34)C(C(=O)OC)(c3cc4c(cc3OC)N(C)C3C(O)(C(=O)OC)C(OC(C)=O)C5(CC)C=CCN6CCC43C65)C2)C1. Drug 2: C#Cc1cccc(Nc2ncnc3cc(OCCOC)c(OCCOC)cc23)c1. Cell line: KPL1. Synergy scores: synergy=44.7.